This data is from Forward reaction prediction with 1.9M reactions from USPTO patents (1976-2016). The task is: Predict the product of the given reaction. (1) Given the reactants C(N(CC)CC)C.[NH2:8][C:9]1[C:10]([O:26][CH3:27])=[C:11]([NH:19][S:20]([N:23]([CH3:25])[CH3:24])(=[O:22])=[O:21])[CH:12]=[C:13]([C:15]([CH3:18])([CH3:17])[CH3:16])[CH:14]=1.C1([O:34][C:35](=O)[NH:36][C:37]2[C:46]3[C:41](=[CH:42][CH:43]=[CH:44][CH:45]=3)[C:40]([O:47][C:48]3[CH:53]=[CH:52][N:51]=[C:50]([NH:54][C:55]4[CH:60]=[C:59]([O:61][CH2:62][CH2:63][O:64][CH2:65][CH2:66][O:67][CH2:68][CH2:69][O:70][CH3:71])[CH:58]=[C:57]([O:72][CH3:73])[CH:56]=4)[N:49]=3)=[CH:39][CH:38]=2)C=CC=CC=1, predict the reaction product. The product is: [C:15]([C:13]1[CH:14]=[C:9]([NH:8][C:35]([NH:36][C:37]2[C:46]3[C:41](=[CH:42][CH:43]=[CH:44][CH:45]=3)[C:40]([O:47][C:48]3[CH:53]=[CH:52][N:51]=[C:50]([NH:54][C:55]4[CH:60]=[C:59]([O:61][CH2:62][CH2:63][O:64][CH2:65][CH2:66][O:67][CH2:68][CH2:69][O:70][CH3:71])[CH:58]=[C:57]([O:72][CH3:73])[CH:56]=4)[N:49]=3)=[CH:39][CH:38]=2)=[O:34])[C:10]([O:26][CH3:27])=[C:11]([NH:19][S:20]([N:23]([CH3:25])[CH3:24])(=[O:22])=[O:21])[CH:12]=1)([CH3:18])([CH3:17])[CH3:16]. (2) Given the reactants [Br:1][C:2]1[N:7]=[C:6]([C:8]2[CH:13]=[CH:12][CH:11]=[CH:10][C:9]=2[Cl:14])[C:5]([CH2:15][CH2:16][C:17]([NH:19][C:20]2[C:25]([Cl:26])=[CH:24][CH:23]=[CH:22][C:21]=2[Cl:27])=[O:18])=[CH:4][CH:3]=1.C([O-])([O-])=O.[K+].[K+], predict the reaction product. The product is: [Br:1][C:2]1[CH:3]=[C:4]2[C:5]([CH2:15][CH2:16][C:17](=[O:18])[N:19]2[C:20]2[C:25]([Cl:26])=[CH:24][CH:23]=[CH:22][C:21]=2[Cl:27])=[C:6]([C:8]2[CH:13]=[CH:12][CH:11]=[CH:10][C:9]=2[Cl:14])[N:7]=1.